This data is from Full USPTO retrosynthesis dataset with 1.9M reactions from patents (1976-2016). The task is: Predict the reactants needed to synthesize the given product. Given the product [C:13]([O:12][C:10]([NH:1][C:2]1[S:3][CH:4]=[C:5]([C:7]([O:9][CH3:26])=[O:8])[N:6]=1)=[O:11])([CH3:16])([CH3:15])[CH3:14], predict the reactants needed to synthesize it. The reactants are: [NH2:1][C:2]1[S:3][CH:4]=[C:5]([C:7]([O-:9])=[O:8])[N:6]=1.[C:10](O[C:10]([O:12][C:13]([CH3:16])([CH3:15])[CH3:14])=[O:11])([O:12][C:13]([CH3:16])([CH3:15])[CH3:14])=[O:11].Cl[CH2:26]Cl.O1CCCC1.